Dataset: NCI-60 drug combinations with 297,098 pairs across 59 cell lines. Task: Regression. Given two drug SMILES strings and cell line genomic features, predict the synergy score measuring deviation from expected non-interaction effect. (1) Drug 1: CN(C)N=NC1=C(NC=N1)C(=O)N. Drug 2: C1=NC(=NC(=O)N1C2C(C(C(O2)CO)O)O)N. Cell line: SNB-75. Synergy scores: CSS=-6.20, Synergy_ZIP=1.66, Synergy_Bliss=-2.71, Synergy_Loewe=-5.24, Synergy_HSA=-4.98. (2) Drug 1: C1=CC(=CC=C1CCCC(=O)O)N(CCCl)CCCl. Drug 2: CC1=C(C(=O)C2=C(C1=O)N3CC4C(C3(C2COC(=O)N)OC)N4)N. Cell line: A549. Synergy scores: CSS=53.7, Synergy_ZIP=-3.25, Synergy_Bliss=-3.19, Synergy_Loewe=-3.65, Synergy_HSA=2.05. (3) Drug 1: CC1C(C(CC(O1)OC2CC(OC(C2O)C)OC3=CC4=CC5=C(C(=O)C(C(C5)C(C(=O)C(C(C)O)O)OC)OC6CC(C(C(O6)C)O)OC7CC(C(C(O7)C)O)OC8CC(C(C(O8)C)O)(C)O)C(=C4C(=C3C)O)O)O)O. Drug 2: CC(C)(C#N)C1=CC(=CC(=C1)CN2C=NC=N2)C(C)(C)C#N. Cell line: MDA-MB-435. Synergy scores: CSS=24.5, Synergy_ZIP=2.12, Synergy_Bliss=0.649, Synergy_Loewe=-3.76, Synergy_HSA=-3.06. (4) Drug 1: CS(=O)(=O)OCCCCOS(=O)(=O)C. Drug 2: C1C(C(OC1N2C=NC(=NC2=O)N)CO)O. Cell line: SF-539. Synergy scores: CSS=-1.31, Synergy_ZIP=6.60, Synergy_Bliss=-2.86, Synergy_Loewe=-21.8, Synergy_HSA=-19.4.